From a dataset of Forward reaction prediction with 1.9M reactions from USPTO patents (1976-2016). Predict the product of the given reaction. (1) Given the reactants [NH2:1][CH2:2][CH2:3][CH2:4][NH:5][CH2:6][CH2:7][CH2:8][CH2:9][NH:10][CH2:11][CH2:12][CH2:13][NH:14][CH:15]([CH2:22][CH2:23][CH2:24][CH2:25][CH2:26][CH2:27][CH2:28][CH2:29][CH2:30][CH2:31][CH3:32])[CH2:16][C:17](OCC)=[O:18].[O-]CC.[Sb+3].[O-]CC.[O-]CC, predict the reaction product. The product is: [CH2:22]([CH:15]1[NH:14][CH2:13][CH2:12][CH2:11][NH:10][CH2:9][CH2:8][CH2:7][CH2:6][NH:5][CH2:4][CH2:3][CH2:2][NH:1][C:17](=[O:18])[CH2:16]1)[CH2:23][CH2:24][CH2:25][CH2:26][CH2:27][CH2:28][CH2:29][CH2:30][CH2:31][CH3:32]. (2) Given the reactants Cl.[OH:2][C@@H:3]([C@H:5]1[C:25](=[O:26])[N:7]2[C:8]([C:22]([O-:24])=[O:23])=[C:9]([S:12]/[CH:13]=[CH:14]\[C:15]3[S:19][CH:18]=[N:17][C:16]=3[CH2:20][OH:21])[C@H:10]([CH3:11])[C@H:6]12)[CH3:4].[Na+], predict the reaction product. The product is: [OH:2][C@@H:3]([C@H:5]1[C:25](=[O:26])[N:7]2[C:8]([C:22]([OH:24])=[O:23])=[C:9]([S:12]/[CH:13]=[CH:14]\[C:15]3[S:19][CH:18]=[N:17][C:16]=3[CH2:20][OH:21])[C@H:10]([CH3:11])[C@H:6]12)[CH3:4]. (3) Given the reactants C([O:3][C:4](=[O:17])[C:5]([S:8][C:9]1[CH:14]=[CH:13][CH:12]=[C:11]([F:15])[C:10]=1[F:16])([CH3:7])[CH3:6])C.C[Si](C)(C)[O-].[K+], predict the reaction product. The product is: [F:16][C:10]1[C:11]([F:15])=[CH:12][CH:13]=[CH:14][C:9]=1[S:8][C:5]([CH3:7])([CH3:6])[C:4]([OH:17])=[O:3].